This data is from Catalyst prediction with 721,799 reactions and 888 catalyst types from USPTO. The task is: Predict which catalyst facilitates the given reaction. (1) Reactant: Cl[C:2]1[N:7]=[C:6]([C:8]2[CH:13]=[CH:12][C:11]([OH:14])=[CH:10][CH:9]=2)[CH:5]=[N:4][CH:3]=1.[NH2:15][C:16]1[CH:17]=[C:18]([CH:22]=[CH:23][C:24]=1[CH3:25])[C:19]([OH:21])=[O:20].CC1(C)C2C(=C(P(C3C=CC=CC=3)C3C=CC=CC=3)C=CC=2)OC2C(P(C3C=CC=CC=3)C3C=CC=CC=3)=CC=CC1=2. The catalyst class is: 102. Product: [OH:14][C:11]1[CH:12]=[CH:13][C:8]([C:6]2[N:7]=[C:2]([NH:15][C:16]3[CH:17]=[C:18]([CH:22]=[CH:23][C:24]=3[CH3:25])[C:19]([OH:21])=[O:20])[CH:3]=[N:4][CH:5]=2)=[CH:9][CH:10]=1. (2) Reactant: [Br:1][C:2]1[C:7]([CH:8](C)[CH3:9])=[CH:6][C:5]([OH:11])=[C:4]([CH3:12])[CH:3]=1. Product: [Br:1][C:2]1[C:7]([CH2:8][CH3:9])=[CH:6][C:5]([OH:11])=[C:4]([CH3:12])[CH:3]=1. The catalyst class is: 61. (3) Reactant: [CH2:1]([O:3][C:4]([C:6]1[C:15]2[C:10](=[CH:11][C:12]([O:19][CH3:20])=[C:13]([N+:16]([O-:18])=[O:17])[CH:14]=2)[CH2:9][CH2:8][N:7]=1)=[O:5])[CH3:2].[BH3-]C#N.[Na+].C([O-])(O)=O.[Na+]. Product: [CH3:20][O:19][C:12]1[CH:11]=[C:10]2[C:15](=[CH:14][C:13]=1[N+:16]([O-:18])=[O:17])[CH:6]([C:4]([O:3][CH2:1][CH3:2])=[O:5])[NH:7][CH2:8][CH2:9]2. The catalyst class is: 15. (4) Reactant: C([NH:3][C:4]1[CH:12]=[C:11]2[C:7]([CH:8]=[C:9]([C:13]([O:15][CH2:16][CH3:17])=[O:14])[NH:10]2)=[CH:6][C:5]=1[O:18][CH3:19])=O.CC(C)=O.Cl. Product: [NH2:3][C:4]1[CH:12]=[C:11]2[C:7]([CH:8]=[C:9]([C:13]([O:15][CH2:16][CH3:17])=[O:14])[NH:10]2)=[CH:6][C:5]=1[O:18][CH3:19]. The catalyst class is: 6.